From a dataset of Full USPTO retrosynthesis dataset with 1.9M reactions from patents (1976-2016). Predict the reactants needed to synthesize the given product. (1) Given the product [C:5]([O:10][CH:11]([O:13][C:14]([NH:16][CH2:17][C:18]1([CH2:24][C:25]([OH:27])=[O:26])[CH2:23][CH2:22][CH2:21][CH2:20][CH2:19]1)=[O:15])[CH3:12])(=[O:9])[CH:6]([CH3:8])[CH3:7], predict the reactants needed to synthesize it. The reactants are: C([O-])=O.[NH4+].[C:5]([O:10][CH:11]([O:13][C:14]([NH:16][CH2:17][C:18]1([CH2:24][C:25]([O:27]CC=C)=[O:26])[CH2:23][CH2:22][CH2:21][CH2:20][CH2:19]1)=[O:15])[CH3:12])(=[O:9])[CH:6]([CH3:8])[CH3:7]. (2) Given the product [CH3:1][O:2][C:3]1[C:4]2[O:10][C:15]([CH3:21])([CH3:16])[O:6][C:5]=2[CH:7]=[CH:8][CH:9]=1, predict the reactants needed to synthesize it. The reactants are: [CH3:1][O:2][C:3]1[CH:9]=[CH:8][CH:7]=[C:5]([OH:6])[C:4]=1[OH:10].S([C:15]1[CH:21]=CC(C)=C[CH:16]=1)(O)(=O)=O.[OH-].[Na+]. (3) Given the product [CH2:1]([C:8]1[CH:9]=[N:10][C:11]2[C:16]([C:17]=1[C:18]1[CH:19]=[C:20]([NH:24][CH2:35][C:33]3[S:34][C:30]([Br:29])=[CH:31][CH:32]=3)[CH:21]=[CH:22][CH:23]=1)=[CH:15][CH:14]=[CH:13][C:12]=2[C:25]([F:28])([F:26])[F:27])[C:2]1[CH:3]=[CH:4][CH:5]=[CH:6][CH:7]=1, predict the reactants needed to synthesize it. The reactants are: [CH2:1]([C:8]1[CH:9]=[N:10][C:11]2[C:16]([C:17]=1[C:18]1[CH:19]=[C:20]([NH2:24])[CH:21]=[CH:22][CH:23]=1)=[CH:15][CH:14]=[CH:13][C:12]=2[C:25]([F:28])([F:27])[F:26])[C:2]1[CH:7]=[CH:6][CH:5]=[CH:4][CH:3]=1.[Br:29][C:30]1[S:34][C:33]([CH:35]=O)=[CH:32][CH:31]=1. (4) Given the product [NH2:1][C:2]1[CH:3]=[CH:4][C:5]2[S:9][CH:8]=[N:7][C:6]=2[C:10]=1[Br:11], predict the reactants needed to synthesize it. The reactants are: [NH2:1][C:2]1[CH:3]=[CH:4][C:5]2[S:9][CH:8]=[N:7][C:6]=2[CH:10]=1.[Br:11]N1C(=O)CCC1=O. (5) The reactants are: [C:1]([O:5][C:6](=[O:9])[CH2:7][NH2:8])([CH3:4])([CH3:3])[CH3:2].[N:10]([CH2:13][CH2:14][C:15]([CH3:20])([CH3:19])[CH2:16][CH:17]=O)=[N+:11]=[N-:12]. Given the product [C:1]([O:5][C:6](=[O:9])[CH2:7]/[N:8]=[CH:17]/[CH2:16][C:15]([CH3:20])([CH3:19])[CH2:14][CH2:13][N:10]=[N+:11]=[N-:12])([CH3:4])([CH3:3])[CH3:2], predict the reactants needed to synthesize it.